Dataset: Full USPTO retrosynthesis dataset with 1.9M reactions from patents (1976-2016). Task: Predict the reactants needed to synthesize the given product. Given the product [CH3:58][O:57][C:51]1[CH:52]=[C:53]([O:55][CH3:56])[CH:54]=[C:10]([O:9][CH3:8])[C:11]=1/[CH:12]=[CH:13]/[CH:14]([S:24]([CH:27](/[CH:37]=[CH:38]/[C:39]1[C:40]([O:49][CH3:50])=[CH:41][C:42]([O:47][CH3:48])=[CH:43][C:44]=1[O:45][CH3:46])[C:28]1[CH:33]=[CH:32][C:31]([O:34][CH3:35])=[C:30]([NH:36][CH2:5][CH2:4][C:3]([OH:7])=[O:2])[CH:29]=1)(=[O:26])=[O:25])[C:15]1[CH:20]=[CH:19][C:18]([O:21][CH3:22])=[C:17]([NH:23][CH2:5][CH2:4][C:3]([OH:2])=[O:7])[CH:16]=1, predict the reactants needed to synthesize it. The reactants are: C[O:2][C:3](=[O:7])[CH2:4][CH2:5]Br.[CH3:8][O:9][C:10]1[CH:54]=[C:53]([O:55][CH3:56])[CH:52]=[C:51]([O:57][CH3:58])[C:11]=1/[CH:12]=[CH:13]/[CH:14]([S:24]([CH:27](/[CH:37]=[CH:38]/[C:39]1[C:44]([O:45][CH3:46])=[CH:43][C:42]([O:47][CH3:48])=[CH:41][C:40]=1[O:49][CH3:50])[C:28]1[CH:33]=[CH:32][C:31]([O:34][CH3:35])=[C:30]([NH2:36])[CH:29]=1)(=[O:26])=[O:25])[C:15]1[CH:20]=[CH:19][C:18]([O:21][CH3:22])=[C:17]([NH2:23])[CH:16]=1.